Dataset: Catalyst prediction with 721,799 reactions and 888 catalyst types from USPTO. Task: Predict which catalyst facilitates the given reaction. (1) Reactant: [F:1][C:2]1[C:11]([CH:12]([NH2:14])[CH3:13])=[C:10]([F:15])[CH:9]=[C:8]2[C:3]=1[CH:4]=[CH:5][CH:6]=[N:7]2.Br[C:17]1[C:18]([NH2:24])=[N:19][CH:20]=[C:21]([Br:23])[N:22]=1.CCN(C(C)C)C(C)C. Product: [Br:23][C:21]1[N:22]=[C:17]([NH:14][CH:12]([C:11]2[C:2]([F:1])=[C:3]3[C:8](=[CH:9][C:10]=2[F:15])[N:7]=[CH:6][CH:5]=[CH:4]3)[CH3:13])[C:18]([NH2:24])=[N:19][CH:20]=1. The catalyst class is: 10. (2) Reactant: [H-].[Al+3].[Li+].[H-].[H-].[H-].[CH2:7]([N:14]1[C@H:19]([CH3:20])[C:18](=O)[NH:17][C@@H:16]([CH2:22][C:23]2[CH:28]=[CH:27][CH:26]=[CH:25][CH:24]=2)[C:15]1=O)[C:8]1[CH:13]=[CH:12][CH:11]=[CH:10][CH:9]=1. Product: [CH2:7]([N:14]1[CH2:15][C@@H:16]([CH2:22][C:23]2[CH:28]=[CH:27][CH:26]=[CH:25][CH:24]=2)[NH:17][CH2:18][C@@H:19]1[CH3:20])[C:8]1[CH:9]=[CH:10][CH:11]=[CH:12][CH:13]=1. The catalyst class is: 1. (3) Reactant: [NH2:1][C:2]1[CH:7]=[C:6]([Cl:8])[CH:5]=[CH:4][C:3]=1[S:9]([NH2:12])(=[O:11])=[O:10].[F:13][CH:14]([F:28])[O:15][C:16]1[CH:21]=[CH:20][C:19](/[CH:22]=[CH:23]/[S:24](Cl)(=[O:26])=[O:25])=[CH:18][CH:17]=1.N1C=CC=CC=1. Product: [Cl:8][C:6]1[CH:5]=[CH:4][C:3]([S:9]([NH2:12])(=[O:11])=[O:10])=[C:2]([NH:1][S:24](/[CH:23]=[CH:22]/[C:19]2[CH:20]=[CH:21][C:16]([O:15][CH:14]([F:13])[F:28])=[CH:17][CH:18]=2)(=[O:26])=[O:25])[CH:7]=1. The catalyst class is: 4. (4) Reactant: C(OC([N:8]1[CH2:12][CH2:11][CH:10]([CH2:13][CH2:14][C:15]2[CH:20]=[CH:19][C:18]([NH:21][C:22]([NH:24][C:25]3[CH:30]=[CH:29][C:28]([Cl:31])=[CH:27][N:26]=3)=[O:23])=[CH:17][CH:16]=2)[CH2:9]1)=O)(C)(C)C.Cl. Product: [ClH:31].[Cl:31][C:28]1[CH:29]=[CH:30][C:25]([NH:24][C:22]([NH:21][C:18]2[CH:19]=[CH:20][C:15]([CH2:14][CH2:13][CH:10]3[CH2:11][CH2:12][NH:8][CH2:9]3)=[CH:16][CH:17]=2)=[O:23])=[N:26][CH:27]=1. The catalyst class is: 523. (5) The catalyst class is: 4. Reactant: [Br:1][C:2]1[S:3][C:4]([CH2:8][OH:9])=[C:5]([CH3:7])[N:6]=1.C(N(CC)CC)C.[CH3:17][S:18](Cl)(=[O:20])=[O:19].O. Product: [Br:1][C:2]1[S:3][C:4]([CH2:8][O:9][S:18]([CH3:17])(=[O:20])=[O:19])=[C:5]([CH3:7])[N:6]=1. (6) Product: [C:1]([O:5][C:6]([N:8]1[CH2:13][CH2:12][CH2:11][C:10]([CH2:40][CH:39]=[CH2:38])([C:14]([OH:16])=[O:15])[CH2:9]1)=[O:7])([CH3:2])([CH3:3])[CH3:4]. Reactant: [C:1]([O:5][C:6]([N:8]1[CH2:13][CH2:12][CH2:11][CH:10]([C:14]([O:16]CC=C)=[O:15])[CH2:9]1)=[O:7])([CH3:4])([CH3:3])[CH3:2].C[Si](C)(C)[N-][Si](C)(C)C.[Li+].C[Si](Cl)(C)C.[OH-].[Na+].O1C[CH2:40][CH2:39][CH2:38]1. The catalyst class is: 5. (7) Reactant: [C:1]([N:8]([CH3:28])[CH:9]1[CH2:14][CH2:13][CH:12]([NH:15][CH2:16][C:17]2[CH:18]=[C:19](B(O)O)[CH:20]=[CH:21][C:22]=2[O:23][CH3:24])[CH2:11][CH2:10]1)([O:3][C:4]([CH3:7])([CH3:6])[CH3:5])=[O:2].[NH2:29][C:30]1[CH:35]=[CH:34][C:33](Br)=[CH:32][N:31]=1. Product: [C:4]([O:3][C:1](=[O:2])[N:8]([CH:9]1[CH2:14][CH2:13][CH:12]([NH:15][CH2:16][C:17]2[CH:18]=[C:19]([C:33]3[CH:32]=[N:31][C:30]([NH2:29])=[CH:35][CH:34]=3)[CH:20]=[CH:21][C:22]=2[O:23][CH3:24])[CH2:11][CH2:10]1)[CH3:28])([CH3:7])([CH3:6])[CH3:5]. The catalyst class is: 33.